Dataset: Retrosynthesis with 50K atom-mapped reactions and 10 reaction types from USPTO. Task: Predict the reactants needed to synthesize the given product. (1) Given the product CC(C)(O)c1ccn2c(-c3ccc(F)c(-c4cccc(OC(F)(F)F)c4)c3)cnc2c1F, predict the reactants needed to synthesize it. The reactants are: CC(C)(O)c1ccn2c(-c3ccc(F)c(Cl)c3)cnc2c1F.OB(O)c1cccc(OC(F)(F)F)c1. (2) Given the product COC(=O)C(Cc1ccc(Oc2ccc(C=C3SC(=O)NC3=O)cc2)cc1)NC(=O)C(C)NC(=O)OC(C)(C)C, predict the reactants needed to synthesize it. The reactants are: CC(NC(=O)OC(C)(C)C)C(=O)O.COC(=O)C(N)Cc1ccc(Oc2ccc(C=C3SC(=O)NC3=O)cc2)cc1. (3) Given the product CN(C)C1(c2cccs2)CCN(CCN)CC1, predict the reactants needed to synthesize it. The reactants are: CN(C)C1(c2cccs2)CCN(CCNC(=O)OC(C)(C)C)CC1. (4) The reactants are: CC(O)c1ccccc1.O=c1[nH]c2ccc([N+](=O)[O-])cc2o1. Given the product CC(c1ccccc1)n1c(=O)oc2cc([N+](=O)[O-])ccc21, predict the reactants needed to synthesize it.